From a dataset of Reaction yield outcomes from USPTO patents with 853,638 reactions. Predict the reaction yield, written as a fraction of the theoretical maximum amount of product (1.0 means a 100% yield; for example, 0.34 means a 34% yield). (1) The reactants are [CH3:1][N:2]1[C:6]([CH:7]2[CH2:12][CH2:11][O:10][CH2:9][CH2:8]2)=[C:5]([NH2:13])[CH:4]=[N:3]1.CCN(C(C)C)C(C)C.C1CN([P+](ON2N=NC3C=CC=CC2=3)(N2CCCC2)N2CCCC2)CC1.F[P-](F)(F)(F)(F)F.[C:56]([O:60][C:61]([NH:63][C:64]1[S:68][C:67]([C:69]2[C:74]([F:75])=[CH:73][CH:72]=[CH:71][C:70]=2[F:76])=[N:66][C:65]=1[C:77](O)=[O:78])=[O:62])([CH3:59])([CH3:58])[CH3:57]. The catalyst is C(Cl)Cl. The product is [F:76][C:70]1[CH:71]=[CH:72][CH:73]=[C:74]([F:75])[C:69]=1[C:67]1[S:68][C:64]([NH:63][C:61](=[O:62])[O:60][C:56]([CH3:58])([CH3:57])[CH3:59])=[C:65]([C:77](=[O:78])[NH:13][C:5]2[CH:4]=[N:3][N:2]([CH3:1])[C:6]=2[CH:7]2[CH2:12][CH2:11][O:10][CH2:9][CH2:8]2)[N:66]=1. The yield is 0.590. (2) The reactants are [CH3:1][O:2][C:3](=[O:37])[NH:4][C@H:5]([C:9]([N:11]1[CH2:15][C@@H:14]([CH3:16])[CH2:13][C@H:12]1[C:17]1[NH:18][CH:19]=[C:20]([C:22]2[CH:27]=[CH:26][C:25](B3OC(C)(C)C(C)(C)O3)=[CH:24][CH:23]=2)[N:21]=1)=[O:10])[CH:6]([CH3:8])[CH3:7].[C:38]([O:42][C:43]([N:45]1[CH2:50][CH2:49][N:48]([C:51]2[CH:56]=[CH:55][C:54]([C:57](=[O:72])[NH:58][C:59]3[CH:64]=[C:63]([O:65][C:66]([F:69])([F:68])[F:67])[C:62](Br)=[CH:61][C:60]=3[F:71])=[CH:53][N:52]=2)[C@H:47]([CH3:73])[CH2:46]1)=[O:44])([CH3:41])([CH3:40])[CH3:39].O.C(=O)([O-])[O-].[K+].[K+]. The catalyst is C1(C)C=CC=CC=1. The product is [C:38]([O:42][C:43]([N:45]1[CH2:50][CH2:49][N:48]([C:51]2[CH:56]=[CH:55][C:54]([C:57](=[O:72])[NH:58][C:59]3[C:60]([F:71])=[CH:61][C:62]([C:25]4[CH:26]=[CH:27][C:22]([C:20]5[N:21]=[C:17]([C@@H:12]6[CH2:13][C@H:14]([CH3:16])[CH2:15][N:11]6[C:9](=[O:10])[C@@H:5]([NH:4][C:3]([O:2][CH3:1])=[O:37])[CH:6]([CH3:8])[CH3:7])[NH:18][CH:19]=5)=[CH:23][CH:24]=4)=[C:63]([O:65][C:66]([F:69])([F:68])[F:67])[CH:64]=3)=[CH:53][N:52]=2)[C@H:47]([CH3:73])[CH2:46]1)=[O:44])([CH3:41])([CH3:40])[CH3:39]. The yield is 0.780. (3) The reactants are [CH2:1]([O:3][C:4]1[CH:33]=[CH:32][C:7]([C:8]([NH:10][CH2:11][CH2:12][NH:13][C:14]([C:16]2[C:17]([C:28]([F:31])([F:30])[F:29])=[N:18][N:19]([C:21]3[CH:26]=[CH:25][CH:24]=[CH:23][C:22]=3[OH:27])[CH:20]=2)=[O:15])=[O:9])=[CH:6][CH:5]=1)[CH3:2].C(=O)([O-])[O-].[K+].[K+].Br[CH2:41][C:42]([O:44][CH2:45][CH3:46])=[O:43]. The catalyst is CN(C=O)C. The product is [CH2:1]([O:3][C:4]1[CH:5]=[CH:6][C:7]([C:8]([NH:10][CH2:11][CH2:12][NH:13][C:14]([C:16]2[C:17]([C:28]([F:29])([F:30])[F:31])=[N:18][N:19]([C:21]3[CH:26]=[CH:25][CH:24]=[CH:23][C:22]=3[O:27][CH2:41][C:42]([O:44][CH2:45][CH3:46])=[O:43])[CH:20]=2)=[O:15])=[O:9])=[CH:32][CH:33]=1)[CH3:2]. The yield is 0.750.